From a dataset of Reaction yield outcomes from USPTO patents with 853,638 reactions. Predict the reaction yield, written as a fraction of the theoretical maximum amount of product (1.0 means a 100% yield; for example, 0.34 means a 34% yield). (1) The reactants are C([O-])(O)=O.[Na+].[NH:6]1[C:14]2[C:9](=[CH:10][CH:11]=[CH:12][CH:13]=2)[CH2:8][CH2:7]1.[C:15](Cl)(=[O:17])[CH3:16]. The catalyst is C(Cl)Cl. The product is [N:6]1([C:15](=[O:17])[CH3:16])[C:14]2[C:9](=[CH:10][CH:11]=[CH:12][CH:13]=2)[CH2:8][CH2:7]1. The yield is 1.00. (2) The reactants are [O:1]=[C:2]([N:10]1[C@H:14]([C:15]2[CH:20]=[CH:19][CH:18]=[CH:17][CH:16]=2)[CH2:13][O:12][C:11]1=[O:21])[CH2:3]P(=O)(OC)OC.CC(C)([O-])C.[K+].[Cl:28][C:29]1[CH:36]=[CH:35][C:32]([CH:33]=O)=[CH:31][CH:30]=1. The catalyst is C1COCC1. The product is [Cl:28][C:29]1[CH:36]=[CH:35][C:32](/[CH:33]=[CH:3]/[C:2]([N:10]2[C@H:14]([C:15]3[CH:16]=[CH:17][CH:18]=[CH:19][CH:20]=3)[CH2:13][O:12][C:11]2=[O:21])=[O:1])=[CH:31][CH:30]=1. The yield is 0.740. (3) The product is [CH2:24]([O:28][C:14]1[CH:13]=[C:8]([O:18][CH3:15])[CH:7]=[CH:6][CH:5]=1)[CH3:23]. The yield is 0.930. The catalyst is [Cu]I.C(O)C. The reactants are N1[C:14]2[C:5](=[CH:6][CH:7]=[C:8]3[C:13]=2N=CC=C3)C=CC=1.[C:15]([O-:18])([O-])=O.[Cs+].[Cs+].IC1[CH:23]=[C:24]([O:28]C)C=CC=1. (4) The reactants are [CH:1]1([CH:7]([N+:14]([O-:16])=[O:15])[CH:8](O)[C:9]([F:12])([F:11])[F:10])[CH2:6][CH2:5][CH2:4][CH2:3][CH2:2]1.[OH-].COC(NS([N+](CC)(CC)CC)(=O)=O)=O.CC[N+](S(N=C(OC)[O-])(=O)=O)(CC)CC. The catalyst is C1C=CC=CC=1. The product is [F:10][C:9]([F:11])([F:12])[CH:8]=[C:7]([CH:1]1[CH2:2][CH2:3][CH2:4][CH2:5][CH2:6]1)[N+:14]([O-:16])=[O:15]. The yield is 0.660. (5) The catalyst is O. The yield is 0.950. The product is [NH2:2][C:11]1[C:10]([N+:15]([O-:17])=[O:16])=[CH:9][C:5]([C:6]([OH:8])=[O:7])=[C:4]([F:3])[C:12]=1[F:13]. The reactants are [OH-].[NH4+:2].[F:3][C:4]1[C:12]([F:13])=[C:11](F)[C:10]([N+:15]([O-:17])=[O:16])=[CH:9][C:5]=1[C:6]([OH:8])=[O:7].Cl. (6) The reactants are [Cl:1][C:2]1[CH:7]=[CH:6][C:5]([CH:8]([NH:29][C:30]2[CH:35]=[CH:34][C:33](=[O:36])[N:32]([CH3:37])[CH:31]=2)[C:9]2[C:10]([C:24]([O:26]CC)=[O:25])=[N:11][N:12]([CH2:15][C:16]3[CH:21]=[CH:20][C:19]([O:22][CH3:23])=[CH:18][CH:17]=3)[C:13]=2[CH3:14])=[CH:4][CH:3]=1.O[Li].O. The catalyst is O1CCOCC1.O. The product is [Cl:1][C:2]1[CH:3]=[CH:4][C:5]([CH:8]([NH:29][C:30]2[CH:35]=[CH:34][C:33](=[O:36])[N:32]([CH3:37])[CH:31]=2)[C:9]2[C:10]([C:24]([OH:26])=[O:25])=[N:11][N:12]([CH2:15][C:16]3[CH:17]=[CH:18][C:19]([O:22][CH3:23])=[CH:20][CH:21]=3)[C:13]=2[CH3:14])=[CH:6][CH:7]=1. The yield is 0.970. (7) The reactants are [BrH:1].S(=O)(=O)(O)O.[F:7][C:8]([F:24])([F:23])[C:9]1[CH:18]=[C:17]2[C:12]([C:13]([NH:19][CH2:20][CH2:21]O)=[CH:14][CH:15]=[N:16]2)=[CH:11][CH:10]=1.C([O-])(O)=O.[Na+]. The catalyst is O. The product is [F:7][C:8]([F:24])([F:23])[C:9]1[CH:18]=[C:17]2[C:12]([C:13]([NH:19][CH2:20][CH2:21][Br:1])=[CH:14][CH:15]=[N:16]2)=[CH:11][CH:10]=1. The yield is 0.580.